Task: Predict the reaction yield, written as a fraction of the theoretical maximum amount of product (1.0 means a 100% yield; for example, 0.34 means a 34% yield).. Dataset: Reaction yield outcomes from USPTO patents with 853,638 reactions The reactants are [Cl:1][C:2]1[CH:3]=[CH:4][C:5]([N:10]2[C:14]3=[N:15][C:16]4[C:21]([Cl:22])=[CH:20][CH:19]=[C:18]([CH:23]([CH2:26][CH3:27])[CH2:24][CH3:25])[C:17]=4[N:13]3[CH2:12][CH2:11]2)=[C:6]([CH:9]=1)[C:7]#[N:8].[OH-:28].[K+]. The catalyst is C(O)(C)(C)C.O. The product is [Cl:1][C:2]1[CH:3]=[CH:4][C:5]([N:10]2[C:14]3=[N:15][C:16]4[C:21]([Cl:22])=[CH:20][CH:19]=[C:18]([CH:23]([CH2:26][CH3:27])[CH2:24][CH3:25])[C:17]=4[N:13]3[CH2:12][CH2:11]2)=[C:6]([CH:9]=1)[C:7]([NH2:8])=[O:28]. The yield is 0.430.